This data is from Full USPTO retrosynthesis dataset with 1.9M reactions from patents (1976-2016). The task is: Predict the reactants needed to synthesize the given product. (1) Given the product [CH2:15]([O:14][C:5]1[CH:4]=[C:3]([S:2]([CH3:1])=[O:22])[CH:13]=[CH:12][C:6]=1[C:7]([O:9][CH2:10][CH3:11])=[O:8])[CH3:16], predict the reactants needed to synthesize it. The reactants are: [CH3:1][S:2][C:3]1[CH:13]=[CH:12][C:6]([C:7]([O:9][CH2:10][CH3:11])=[O:8])=[C:5]([O:14][CH2:15][CH3:16])[CH:4]=1.ClC1C=C(C=CC=1)C(OO)=[O:22].C(OCC)(=O)C. (2) Given the product [ClH:1].[Cl:1][C:2]1[CH:3]=[C:4]([C:9]2([CH:15]([NH:17][CH3:18])[CH3:16])[CH2:14][CH2:13][CH2:12][CH2:11][CH2:10]2)[CH:5]=[CH:6][C:7]=1[Cl:8], predict the reactants needed to synthesize it. The reactants are: [Cl:1][C:2]1[CH:3]=[C:4]([C:9]2([CH:15]([NH:17][CH:18]=O)[CH3:16])[CH2:14][CH2:13][CH2:12][CH2:11][CH2:10]2)[CH:5]=[CH:6][C:7]=1[Cl:8].S(C)C. (3) Given the product [C:1]([O:5][C@@H:6]([C:11]1[N:16]([CH3:17])[C:15](=[O:18])[C:14]2[N:19]([CH2:33][C:32]3[CH:35]=[CH:36][C:37]([F:38])=[C:30]([F:29])[CH:31]=3)[CH:20]=[CH:21][C:13]=2[C:12]=1[C:22]1[CH:27]=[CH:26][C:25]([Cl:28])=[CH:24][CH:23]=1)[C:7]([OH:9])=[O:8])([CH3:2])([CH3:3])[CH3:4], predict the reactants needed to synthesize it. The reactants are: [C:1]([O:5][CH:6]([C:11]1[N:16]([CH3:17])[C:15](=[O:18])[C:14]2[NH:19][CH:20]=[CH:21][C:13]=2[C:12]=1[C:22]1[CH:27]=[CH:26][C:25]([Cl:28])=[CH:24][CH:23]=1)[C:7]([O:9]C)=[O:8])([CH3:4])([CH3:3])[CH3:2].[F:29][C:30]1[CH:31]=[C:32]([CH:35]=[CH:36][C:37]=1[F:38])[CH2:33]Br. (4) Given the product [NH2:31][C:27]1[N:28]=[CH:29][N:30]=[C:25]([NH:1][C@H:2]([C:4]2[N:13]([CH:14]3[CH2:16][CH2:15]3)[C:12](=[O:17])[C:11]3[C:6](=[CH:7][CH:8]=[CH:9][C:10]=3[C:18]3[CH:19]=[N:20][N:21]([CH3:23])[CH:22]=3)[N:5]=2)[CH3:3])[C:26]=1[C:32]1[O:33][C:34]([CH3:37])=[N:35][N:36]=1, predict the reactants needed to synthesize it. The reactants are: [NH2:1][C@H:2]([C:4]1[N:13]([CH:14]2[CH2:16][CH2:15]2)[C:12](=[O:17])[C:11]2[C:6](=[CH:7][CH:8]=[CH:9][C:10]=2[C:18]2[CH:19]=[N:20][N:21]([CH3:23])[CH:22]=2)[N:5]=1)[CH3:3].Cl[C:25]1[N:30]=[CH:29][N:28]=[C:27]([NH2:31])[C:26]=1[C:32]1[O:33][C:34]([CH3:37])=[N:35][N:36]=1.C(N(CC)C(C)C)(C)C. (5) The reactants are: [CH2:1]([O:3][C:4]1[CH:12]=[C:11]2[C:7]([CH:8]=[N:9][NH:10]2)=[CH:6][C:5]=1[NH:13][C:14]1[C:15]2[C:22]3[CH2:23][CH2:24][CH:25]([C:27](O)=[O:28])[CH2:26][C:21]=3[S:20][C:16]=2[N:17]=[CH:18][N:19]=1)[CH3:2].[CH2:30]1[NH:35][CH2:34][CH2:33][N:32]2[CH2:36][CH2:37][CH2:38][CH2:39][CH:31]12. Given the product [CH2:1]([O:3][C:4]1[CH:12]=[C:11]2[C:7]([CH:8]=[N:9][NH:10]2)=[CH:6][C:5]=1[NH:13][C:14]1[C:15]2[C:22]3[CH2:23][CH2:24][CH:25]([C:27]([N:35]4[CH2:34][CH2:33][N:32]5[CH2:36][CH2:37][CH2:38][CH2:39][CH:31]5[CH2:30]4)=[O:28])[CH2:26][C:21]=3[S:20][C:16]=2[N:17]=[CH:18][N:19]=1)[CH3:2], predict the reactants needed to synthesize it. (6) Given the product [CH:2]12[CH2:11][CH:6]3[CH2:7][CH:8]([CH2:10][CH:4]([CH2:5]3)[CH:3]1[NH:12][C:13]([CH:15]1[CH2:19][CH2:18][CH2:17][N:16]1[CH2:20][CH2:21][NH:22][C:30](=[O:32])[CH3:31])=[O:14])[CH2:9]2, predict the reactants needed to synthesize it. The reactants are: Cl.[CH:2]12[CH2:11][CH:6]3[CH2:7][CH:8]([CH2:10][CH:4]([CH2:5]3)[CH:3]1[NH:12][C:13]([CH:15]1[CH2:19][CH2:18][CH2:17][N:16]1[CH2:20][CH2:21][NH2:22])=[O:14])[CH2:9]2.C(N(CC)CC)C.[C:30](Cl)(=[O:32])[CH3:31]. (7) Given the product [CH:1]1([CH:7]([NH:25][C:26]2[CH:27]=[CH:28][C:29]([C:32]([N:34]([CH3:42])[CH2:35][CH2:36][C:37]([OH:39])=[O:38])=[O:33])=[CH:30][CH:31]=2)[C:8]2[O:9][C:10]3[CH:17]=[CH:16][C:15]([O:18][CH:19]4[CH2:24][CH2:23][O:22][CH2:21][CH2:20]4)=[CH:14][C:11]=3[C:12]=2[CH3:13])[CH2:6][CH2:5][CH2:4][CH2:3][CH2:2]1, predict the reactants needed to synthesize it. The reactants are: [CH:1]1([CH:7]([NH:25][C:26]2[CH:31]=[CH:30][C:29]([C:32]([N:34]([CH3:42])[CH2:35][CH2:36][C:37]([O:39]CC)=[O:38])=[O:33])=[CH:28][CH:27]=2)[C:8]2[O:9][C:10]3[CH:17]=[CH:16][C:15]([O:18][CH:19]4[CH2:24][CH2:23][O:22][CH2:21][CH2:20]4)=[CH:14][C:11]=3[C:12]=2[CH3:13])[CH2:6][CH2:5][CH2:4][CH2:3][CH2:2]1.[OH-].[Na+]. (8) Given the product [NH:8]1[C:16]2[C:11](=[CH:12][CH:13]=[C:14]([C:17]3[S:18][CH:19]=[C:20]([C:22]([O:24][CH2:25][CH3:26])=[O:23])[N:21]=3)[CH:15]=2)[CH2:10][CH2:9]1, predict the reactants needed to synthesize it. The reactants are: C(OC([N:8]1[C:16]2[C:11](=[CH:12][CH:13]=[C:14]([C:17]3[S:18][CH:19]=[C:20]([C:22]([O:24][CH2:25][CH3:26])=[O:23])[N:21]=3)[CH:15]=2)[CH2:10][CH2:9]1)=O)(C)(C)C.C(O)(C(F)(F)F)=O.